Dataset: Forward reaction prediction with 1.9M reactions from USPTO patents (1976-2016). Task: Predict the product of the given reaction. (1) Given the reactants [ClH:1].[CH2:2]1[C:11]2[C:6](=[CH:7][CH:8]=[CH:9][CH:10]=2)[CH2:5][C@H:4]([C:12]([O:14][CH3:15])=[O:13])[NH:3]1.C1C2C(=CC=CC=2)C[C@@H](C(O)=O)N1, predict the reaction product. The product is: [ClH:1].[CH2:2]1[C:11]2[C:6](=[CH:7][CH:8]=[CH:9][CH:10]=2)[CH2:5][C@@H:4]([C:12]([O:14][CH3:15])=[O:13])[NH:3]1. (2) Given the reactants [O:1]1[C:10]2[C:5](=[CH:6][CH:7]=[CH:8][CH:9]=2)[CH:4]([NH:11][C:12]2[O:13][CH2:14][C:15]3[CH:21]=[C:20]([NH2:22])[CH:19]=[CH:18][C:16]=3[N:17]=2)[CH2:3][CH2:2]1.[Cl:23][CH2:24][C:25](Cl)=[O:26], predict the reaction product. The product is: [Cl:23][CH2:24][C:25]([NH:22][C:20]1[CH:19]=[CH:18][C:16]2[N:17]=[C:12]([NH:11][CH:4]3[C:5]4[C:10](=[CH:9][CH:8]=[CH:7][CH:6]=4)[O:1][CH2:2][CH2:3]3)[O:13][CH2:14][C:15]=2[CH:21]=1)=[O:26]. (3) Given the reactants Br.Br[CH2:3][C:4]([C:6]1[CH:7]=[N:8][CH:9]=[CH:10][CH:11]=1)=[O:5].[CH3:12][S-:13].[Na+].CCN(C(C)C)C(C)C, predict the reaction product. The product is: [CH3:12][S:13][CH2:3][C:4]([C:6]1[CH:7]=[N:8][CH:9]=[CH:10][CH:11]=1)=[O:5]. (4) Given the reactants [CH3:1][C:2]1[CH:7]=[C:6]([O:8][CH2:9][C:10]2[S:14][C:13]([C:15]3[CH:20]=[CH:19][C:18]([C:21]([F:24])([F:23])[F:22])=[CH:17][CH:16]=3)=[N:12][C:11]=2[CH2:25][O:26]C2CCCCO2)[CH:5]=[CH:4][C:3]=1[C:33]1[NH:37][C:36](=[O:38])[O:35][N:34]=1.C1(C)C=CC(S(O)(=O)=O)=CC=1, predict the reaction product. The product is: [CH3:1][C:2]1[CH:7]=[C:6]([CH:5]=[CH:4][C:3]=1[C:33]1[NH:37][C:36](=[O:38])[O:35][N:34]=1)[O:8][CH2:9][C:10]1[S:14][C:13]([C:15]2[CH:20]=[CH:19][C:18]([C:21]([F:24])([F:22])[F:23])=[CH:17][CH:16]=2)=[N:12][C:11]=1[CH:25]=[O:26]. (5) Given the reactants [N-:1]=[N+:2]=[N-:3].[Na+].O(S(C(F)(F)F)(=O)=O)S(C(F)(F)F)(=O)=O.N[C@H:21]1[CH2:26][CH2:25][CH2:24][CH2:23][C@H:22]1[NH:27][C:28](=[O:34])[O:29][C:30]([CH3:33])([CH3:32])[CH3:31].S(N=[N+]=[N-])(C(F)(F)F)(=O)=O.C(Cl)Cl, predict the reaction product. The product is: [N:1]([C@H:21]1[CH2:26][CH2:25][CH2:24][CH2:23][C@H:22]1[NH:27][C:28](=[O:34])[O:29][C:30]([CH3:32])([CH3:31])[CH3:33])=[N+:2]=[N-:3]. (6) Given the reactants Cl[C:2]1[NH:3][C:4]2[N:5]([N:9]=[C:10]([CH3:24])[C:11]=2[CH2:12][C:13]2[CH:18]=[CH:17][CH:16]=[C:15]([C:19]([F:22])([F:21])[F:20])[C:14]=2[CH3:23])[C:6](=[O:8])[CH:7]=1.[NH:25]1[CH2:30][CH2:29][O:28][CH2:27][CH2:26]1, predict the reaction product. The product is: [CH3:24][C:10]1[C:11]([CH2:12][C:13]2[CH:18]=[CH:17][CH:16]=[C:15]([C:19]([F:22])([F:21])[F:20])[C:14]=2[CH3:23])=[C:4]2[N:3]=[C:2]([N:25]3[CH2:30][CH2:29][O:28][CH2:27][CH2:26]3)[CH:7]=[C:6]([OH:8])[N:5]2[N:9]=1. (7) Given the reactants [Br:1][C:2]1[N:7]=[CH:6][C:5]([CH:8]=[O:9])=[CH:4][CH:3]=1.[CH2:10](O)[CH2:11][OH:12], predict the reaction product. The product is: [Br:1][C:2]1[CH:3]=[CH:4][C:5]([CH:8]2[O:12][CH2:11][CH2:10][O:9]2)=[CH:6][N:7]=1.